From a dataset of Full USPTO retrosynthesis dataset with 1.9M reactions from patents (1976-2016). Predict the reactants needed to synthesize the given product. (1) Given the product [CH3:1][O:2][C:3]1[CH:4]=[CH:5][C:6]([C:9]2[CH2:10][CH2:11][C:12](=[O:14])[N:16]([C:18]3[CH:23]=[CH:22][CH:21]=[CH:20][N:19]=3)[N:17]=2)=[CH:7][CH:8]=1, predict the reactants needed to synthesize it. The reactants are: [CH3:1][O:2][C:3]1[CH:8]=[CH:7][C:6]([C:9](=O)[CH2:10][CH2:11][C:12]([OH:14])=O)=[CH:5][CH:4]=1.[NH:16]([C:18]1[CH:23]=[CH:22][CH:21]=[CH:20][N:19]=1)[NH2:17].C1(C)C=CC(S(O)(=O)=O)=CC=1.O. (2) Given the product [CH3:1][O:2][C:3]([C@:5]1([CH2:24][C:25]2[CH:30]=[CH:29][C:28]([Br:31])=[CH:27][CH:26]=2)[CH2:9][C@@H:8]([O:10][Si:11]([C:14]([CH3:17])([CH3:15])[CH3:16])([CH3:13])[CH3:12])[CH2:7][NH:6]1)=[O:4], predict the reactants needed to synthesize it. The reactants are: [CH3:1][O:2][C:3]([C@:5]1([CH2:24][C:25]2[CH:30]=[CH:29][C:28]([Br:31])=[CH:27][CH:26]=2)[CH2:9][C@@H:8]([O:10][Si:11]([C:14]([CH3:17])([CH3:16])[CH3:15])([CH3:13])[CH3:12])[CH2:7][N:6]1C(OCC=C)=O)=[O:4].N12CCN(CC1)CC2.CCOC(C)=O.C([O-])(O)=O.[Na+]. (3) Given the product [CH3:11][O:12][C:13]1[CH:14]=[CH:15][C:16]([CH2:17][N:18]2[CH2:23][CH2:22][CH:21]([CH:24]=[O:25])[CH2:20][CH2:19]2)=[CH:28][CH:29]=1, predict the reactants needed to synthesize it. The reactants are: [H-].C([Al+]CC(C)C)C(C)C.[CH3:11][O:12][C:13]1[CH:29]=[CH:28][C:16]([CH2:17][N:18]2[CH2:23][CH2:22][CH:21]([C:24](OC)=[O:25])[CH2:20][CH2:19]2)=[CH:15][CH:14]=1.CO.[Cl-].[Na+].